From a dataset of Forward reaction prediction with 1.9M reactions from USPTO patents (1976-2016). Predict the product of the given reaction. (1) Given the reactants Br[C:2]1[S:6][C:5]([C:7]([O:9][CH2:10][CH3:11])=[O:8])=[CH:4][CH:3]=1.[CH3:12][N:13]1[CH2:19][CH2:18][CH2:17][NH:16][CH2:15][CH2:14]1.C1C=CC(P(C2C(C3C(P(C4C=CC=CC=4)C4C=CC=CC=4)=CC=C4C=3C=CC=C4)=C3C(C=CC=C3)=CC=2)C2C=CC=CC=2)=CC=1.C(=O)([O-])[O-].[Cs+].[Cs+], predict the reaction product. The product is: [CH3:12][N:13]1[CH2:19][CH2:18][CH2:17][N:16]([C:2]2[S:6][C:5]([C:7]([O:9][CH2:10][CH3:11])=[O:8])=[CH:4][CH:3]=2)[CH2:15][CH2:14]1. (2) The product is: [NH2:33][C@@H:34]([CH:38]1[CH2:43][CH2:42][C:41]([F:44])([F:45])[CH2:40][CH2:39]1)[C:35]([N:15]1[C@H:14]([C:12]([NH:11][C@H:3]2[C:4]3[C:9](=[CH:8][CH:7]=[CH:6][CH:5]=3)[CH2:10][C@@H:2]2[OH:1])=[O:13])[CH2:19][N:18]2[CH2:20][CH2:21][CH2:22][C@@H:17]2[CH2:16]1)=[O:36]. Given the reactants [OH:1][C@H:2]1[CH2:10][C:9]2[C:4](=[CH:5][CH:6]=[CH:7][CH:8]=2)[C@@H:3]1[NH:11][C:12]([C@@H:14]1[CH2:19][N:18]2[CH2:20][CH2:21][CH2:22][C@@H:17]2[CH2:16][NH:15]1)=[O:13].C(OC([NH:33][C@@H:34]([CH:38]1[CH2:43][CH2:42][C:41]([F:45])([F:44])[CH2:40][CH2:39]1)[C:35](O)=[O:36])=O)C1C=CC=CC=1.Cl.C(N=C=NCCCN(C)C)C.ON1C2C=CC=CC=2N=N1.C(N(CC)C(C)C)(C)C, predict the reaction product. (3) Given the reactants [CH:1]([NH2:14])([C:8]1[CH:13]=[CH:12][CH:11]=[CH:10][CH:9]=1)[C:2]1[CH:7]=[CH:6][CH:5]=[CH:4][CH:3]=1.[CH3:15][Si:16]([CH2:19]Cl)([CH3:18])[CH3:17], predict the reaction product. The product is: [C:2]1([CH:1]([C:8]2[CH:9]=[CH:10][CH:11]=[CH:12][CH:13]=2)[NH:14][CH2:15][Si:16]([CH3:19])([CH3:18])[CH3:17])[CH:7]=[CH:6][CH:5]=[CH:4][CH:3]=1. (4) Given the reactants [Cl:1][C:2]1[C:11]2[C:6](=[CH:7][CH:8]=[C:9]([CH:12]([C:14]3[N:18]([CH3:19])[C:17]([CH3:20])=[N:16][CH:15]=3)[OH:13])[CH:10]=2)[N:5]=[C:4]([O:21][CH3:22])[C:3]=1[CH2:23][C:24]1[CH:29]=[CH:28][C:27]([C:30]([F:33])([F:32])[F:31])=[CH:26][CH:25]=1.O1CCOCC1, predict the reaction product. The product is: [Cl:1][C:2]1[C:11]2[C:6](=[CH:7][CH:8]=[C:9]([C:12]([C:14]3[N:18]([CH3:19])[C:17]([CH3:20])=[N:16][CH:15]=3)=[O:13])[CH:10]=2)[N:5]=[C:4]([O:21][CH3:22])[C:3]=1[CH2:23][C:24]1[CH:25]=[CH:26][C:27]([C:30]([F:32])([F:31])[F:33])=[CH:28][CH:29]=1. (5) Given the reactants [CH3:1][C@H:2]1[CH2:7][C:6](B2OC(C)(C)C(C)(C)O2)=[CH:5][C@H:4]([CH3:17])[N:3]1[C:18]([O:20][C:21]([CH3:24])([CH3:23])[CH3:22])=[O:19].Br[C:26]1[CH:27]=[CH:28][C:29]([CH2:32][N:33]2[C:41]3[C:36](=[CH:37][C:38]([S:42]([CH3:45])(=[O:44])=[O:43])=[CH:39][CH:40]=3)[CH:35]=[CH:34]2)=[N:30][CH:31]=1, predict the reaction product. The product is: [CH3:1][C@H:2]1[CH2:7][C:6]([C:26]2[CH:27]=[CH:28][C:29]([CH2:32][N:33]3[C:41]4[C:36](=[CH:37][C:38]([S:42]([CH3:45])(=[O:43])=[O:44])=[CH:39][CH:40]=4)[CH:35]=[CH:34]3)=[N:30][CH:31]=2)=[CH:5][C@H:4]([CH3:17])[N:3]1[C:18]([O:20][C:21]([CH3:22])([CH3:23])[CH3:24])=[O:19]. (6) Given the reactants Cl.[F:2][C:3]1[CH:8]=[CH:7][C:6]([NH:9][C:10]2[CH:15]=[CH:14][N:13]=[C:12]([NH:16][C:17]3[CH:22]=[CH:21][C:20]([S:23](Cl)(=[O:25])=[O:24])=[CH:19][CH:18]=3)[N:11]=2)=[CH:5][CH:4]=1.[C:27]([O:31][C:32]([N:34]1[CH2:37][CH:36]([NH:38][CH2:39][CH2:40][NH:41][C:42]([O:44][C:45]([CH3:48])([CH3:47])[CH3:46])=[O:43])[CH2:35]1)=[O:33])([CH3:30])([CH3:29])[CH3:28], predict the reaction product. The product is: [C:27]([O:31][C:32]([N:34]1[CH2:37][CH:36]([N:38]([CH2:39][CH2:40][NH:41][C:42]([O:44][C:45]([CH3:48])([CH3:47])[CH3:46])=[O:43])[S:23]([C:20]2[CH:21]=[CH:22][C:17]([NH:16][C:12]3[N:11]=[C:10]([NH:9][C:6]4[CH:7]=[CH:8][C:3]([F:2])=[CH:4][CH:5]=4)[CH:15]=[CH:14][N:13]=3)=[CH:18][CH:19]=2)(=[O:25])=[O:24])[CH2:35]1)=[O:33])([CH3:30])([CH3:29])[CH3:28]. (7) Given the reactants [CH2:1]([O:8][C:9]1[CH:26]=[CH:25][C:12]2[CH:13]=[C:14](C3C=CC(OC)=CC=3)C[O:16][C:11]=2[CH:10]=1)[C:2]1[CH:7]=[CH:6][CH:5]=[CH:4][CH:3]=1.CC(C)([O-])C.[K+].Br[CH2:34][C:35]([C:37]1[CH:42]=[CH:41][C:40]([O:43][CH3:44])=[CH:39][CH:38]=1)=[O:36], predict the reaction product. The product is: [CH2:1]([O:8][C:9]1[CH:26]=[CH:25][C:12]([CH:13]=[CH2:14])=[C:11]([CH:10]=1)[O:16][CH2:34][C:35]([C:37]1[CH:42]=[CH:41][C:40]([O:43][CH3:44])=[CH:39][CH:38]=1)=[O:36])[C:2]1[CH:3]=[CH:4][CH:5]=[CH:6][CH:7]=1. (8) Given the reactants Br[C:2]1[CH:10]=[C:9]2[C:5]([CH:6]=[N:7][NH:8]2)=[CH:4][CH:3]=1.[Li]CCCC.CON(C)[C:19](=[O:21])[CH3:20], predict the reaction product. The product is: [NH:8]1[C:9]2[C:5](=[CH:4][CH:3]=[C:2]([C:19](=[O:21])[CH3:20])[CH:10]=2)[CH:6]=[N:7]1. (9) Given the reactants Br[C:2]1[CH:3]=[C:4]([NH:10][C@@H:11]2[CH2:16][CH2:15][CH2:14][CH2:13][C@@H:12]2[NH:17][C:18](=[O:24])[O:19][C:20]([CH3:23])([CH3:22])[CH3:21])[CH:5]=[CH:6][C:7]=1[C:8]#[N:9].Cl.Cl.[CH3:27][N:28]1[CH:32]=[C:31]([NH2:33])[CH:30]=[N:29]1.O.O.O.[O-]C1C=CC=CC=1.[Na+].CC1(C)C2C(=C(P(C3C=CC=CC=3)C3C=CC=CC=3)C=CC=2)OC2C(P(C3C=CC=CC=3)C3C=CC=CC=3)=CC=CC1=2, predict the reaction product. The product is: [C:8]([C:7]1[CH:6]=[CH:5][C:4]([NH:10][C@@H:11]2[CH2:16][CH2:15][CH2:14][CH2:13][C@@H:12]2[NH:17][C:18](=[O:24])[O:19][C:20]([CH3:23])([CH3:22])[CH3:21])=[CH:3][C:2]=1[NH:33][C:31]1[CH:30]=[N:29][N:28]([CH3:27])[CH:32]=1)#[N:9]. (10) The product is: [Cl:1][C:2]1[N:3]=[C:4]([N:12]2[CH2:17][CH2:16][O:15][CH2:14][CH2:13]2)[C:5]2[S:10][C:9]([NH:20][CH2:21][CH2:22][OH:18])=[CH:8][C:6]=2[N:7]=1. Given the reactants [Cl:1][C:2]1[N:3]=[C:4]([N:12]2[CH2:17][CH2:16][O:15][CH2:14][CH2:13]2)[C:5]2[S:10][C:9](I)=[CH:8][C:6]=2[N:7]=1.[O:18]1[CH2:22][CH2:21][NH:20]C1=O.[O-]P([O-])([O-])=O.[K+].[K+].[K+].CN(C)CCN, predict the reaction product.